Dataset: Reaction yield outcomes from USPTO patents with 853,638 reactions. Task: Predict the reaction yield, written as a fraction of the theoretical maximum amount of product (1.0 means a 100% yield; for example, 0.34 means a 34% yield). (1) The reactants are [CH2:1]([S:3]([N:6]1[CH2:11][CH2:10][CH:9]([C:12]2[C:20]3[C:15](=[C:16]([C:29]([NH2:31])=[O:30])[CH:17]=[C:18]([C:21]4[CH:26]=[CH:25][C:24]([CH:27]=O)=[CH:23][CH:22]=4)[CH:19]=3)[NH:14][CH:13]=2)[CH2:8][CH2:7]1)(=[O:5])=[O:4])[CH3:2].[CH2:32]([NH2:34])[CH3:33].C(O[BH-](OC(=O)C)OC(=O)C)(=O)C.[Na+]. The catalyst is CS(C)=O.C(O)(=O)C. The product is [CH2:32]([NH:34][CH2:27][C:24]1[CH:23]=[CH:22][C:21]([C:18]2[CH:19]=[C:20]3[C:15](=[C:16]([C:29]([NH2:31])=[O:30])[CH:17]=2)[NH:14][CH:13]=[C:12]3[CH:9]2[CH2:10][CH2:11][N:6]([S:3]([CH2:1][CH3:2])(=[O:4])=[O:5])[CH2:7][CH2:8]2)=[CH:26][CH:25]=1)[CH3:33]. The yield is 0.550. (2) The yield is 0.680. The reactants are [S:1]1[CH:5]=[CH:4][CH:3]=[C:2]1[C:6](Cl)=[O:7].[NH2:9][C:10]1[CH:11]=[C:12]([C:16]2[C:20]([Br:21])=[CH:19][N:18]([CH3:22])[N:17]=2)[CH:13]=[CH:14][CH:15]=1.C(N(CC)CC)C. The product is [Br:21][C:20]1[C:16]([C:12]2[CH:11]=[C:10]([NH:9][C:6]([C:2]3[S:1][CH:5]=[CH:4][CH:3]=3)=[O:7])[CH:15]=[CH:14][CH:13]=2)=[N:17][N:18]([CH3:22])[CH:19]=1. The catalyst is C(Cl)Cl.